This data is from Full USPTO retrosynthesis dataset with 1.9M reactions from patents (1976-2016). The task is: Predict the reactants needed to synthesize the given product. (1) Given the product [Br:6][C:7]1[C:8]([F:14])=[N:9][CH:10]=[CH:11][C:12]=1[C:25]1[C:20]([NH:19][CH2:18][CH:15]2[CH2:16][CH2:17]2)=[N:21][C:22]([NH2:27])=[N:23][CH:24]=1, predict the reactants needed to synthesize it. The reactants are: C([Mg]Cl)(C)C.[Br:6][C:7]1[C:8]([F:14])=[N:9][CH:10]=[CH:11][C:12]=1I.[CH:15]1([CH2:18][NH:19][C:20]2[C:25](I)=[CH:24][N:23]=[C:22]([NH2:27])[N:21]=2)[CH2:17][CH2:16]1. (2) Given the product [NH:16]([C:9]([O:11][C:12]([CH3:13])([CH3:14])[CH3:15])=[O:10])[C@H:17]([C:22]([NH:35][C@H:36]([C:41]([O:43][CH3:44])=[O:42])[CH2:37][CH:38]([CH3:40])[CH3:39])=[O:24])[CH2:18][CH:19]([CH3:20])[CH3:21], predict the reactants needed to synthesize it. The reactants are: CN1CCOCC1.O.[C:9]([NH:16][C@H:17]([C:22]([OH:24])=O)[CH2:18][CH:19]([CH3:21])[CH3:20])([O:11][C:12]([CH3:15])([CH3:14])[CH3:13])=[O:10].C1C=CC2N(O)N=NC=2C=1.[NH2:35][C@H:36]([C:41]([O:43][CH3:44])=[O:42])[CH2:37][CH:38]([CH3:40])[CH3:39].Cl.C1CCC(N=C=NC2CCCCC2)CC1. (3) The reactants are: CON(C)[C:4]([C:6]1[N:7]=[CH:8][N:9]([C:11]2[CH:16]=[CH:15][CH:14]=[C:13]([C:17]3[C:18]([F:23])=[N:19][CH:20]=[CH:21][CH:22]=3)[CH:12]=2)[CH:10]=1)=[O:5].Br[C:26]1[CH:31]=[CH:30][CH:29]=[C:28]([F:32])[CH:27]=1. Given the product [F:32][C:28]1[CH:27]=[C:26]([C:4]([C:6]2[N:7]=[CH:8][N:9]([C:11]3[CH:16]=[CH:15][CH:14]=[C:13]([C:17]4[C:18]([F:23])=[N:19][CH:20]=[CH:21][CH:22]=4)[CH:12]=3)[CH:10]=2)=[O:5])[CH:31]=[CH:30][CH:29]=1, predict the reactants needed to synthesize it. (4) Given the product [CH3:24][C:3]1[N:4]([S:11]([C:14]2[CH:19]=[CH:18][C:17]([C:20]([F:21])([F:23])[F:22])=[CH:16][CH:15]=2)(=[O:12])=[O:13])[C:5]2[C:10]([C:2]=1[C:28]1[C:29]3[C:34](=[CH:33][CH:32]=[CH:31][CH:30]=3)[CH:25]=[N:26][CH:27]=1)=[CH:9][CH:8]=[CH:7][CH:6]=2, predict the reactants needed to synthesize it. The reactants are: I[C:2]1[C:10]2[C:5](=[CH:6][CH:7]=[CH:8][CH:9]=2)[N:4]([S:11]([C:14]2[CH:19]=[CH:18][C:17]([C:20]([F:23])([F:22])[F:21])=[CH:16][CH:15]=2)(=[O:13])=[O:12])[C:3]=1[CH3:24].[CH:25]1[C:34]2[C:29](=[CH:30][CH:31]=[CH:32][CH:33]=2)[C:28](B(O)O)=[CH:27][N:26]=1.C(=O)([O-])[O-].[Na+].[Na+]. (5) Given the product [C:27]([O:19][CH2:18][CH2:17][N:11]1[C:12]([CH:14]([CH3:16])[CH3:15])=[CH:13][C:9]([O:8][CH2:1][C:2]2[CH:3]=[CH:4][CH:5]=[CH:6][CH:7]=2)=[N:10]1)(=[O:34])[C:28]1[CH:33]=[CH:32][CH:31]=[CH:30][CH:29]=1, predict the reactants needed to synthesize it. The reactants are: [CH2:1]([O:8][C:9]1[CH:13]=[C:12]([CH:14]([CH3:16])[CH3:15])[N:11]([CH2:17][CH2:18][OH:19])[N:10]=1)[C:2]1[CH:7]=[CH:6][CH:5]=[CH:4][CH:3]=1.C(N(CC)CC)C.[C:27](Cl)(=[O:34])[C:28]1[CH:33]=[CH:32][CH:31]=[CH:30][CH:29]=1.O.